The task is: Predict the reaction yield, written as a fraction of the theoretical maximum amount of product (1.0 means a 100% yield; for example, 0.34 means a 34% yield).. This data is from Reaction yield outcomes from USPTO patents with 853,638 reactions. (1) The reactants are [CH:1]1([CH2:4][S:5]([C:8]2[CH2:13][CH2:12][C:11]([CH2:16][CH:17]3[CH2:19][CH2:18]3)([C:14]#[N:15])[CH2:10][CH:9]=2)(=[O:7])=[O:6])[CH2:3][CH2:2]1.O1CCCC1.B. The catalyst is O1CCCC1.CO.ClCCl. The product is [CH:1]1([CH2:4][S:5]([CH:8]2[CH2:13][CH2:12][C:11]([CH2:14][NH2:15])([CH2:16][CH:17]3[CH2:18][CH2:19]3)[CH2:10][CH2:9]2)(=[O:7])=[O:6])[CH2:3][CH2:2]1. The yield is 0.810. (2) The product is [N+:20]([C:15]1[CH:16]=[CH:17][CH:18]=[CH:19][C:14]=1[S:1][C:2]1[CH:10]=[CH:9][CH:8]=[CH:7][C:3]=1[C:4]([O:6][CH3:23])=[O:5])([O-:22])=[O:21]. The yield is 0.760. The reactants are [SH:1][C:2]1[CH:10]=[CH:9][CH:8]=[CH:7][C:3]=1[C:4]([OH:6])=[O:5].[H-].[Na+].F[C:14]1[CH:19]=[CH:18][CH:17]=[CH:16][C:15]=1[N+:20]([O-:22])=[O:21].[CH3:23]I. The catalyst is CC(N(C)C)=O. (3) The reactants are [CH3:1][O:2][C:3](=[O:15])[CH2:4][C@H:5]1[C:9]2[CH:10]=[CH:11][C:12]([OH:14])=[CH:13][C:8]=2[O:7][CH2:6]1.[CH2:16]([S:18][CH2:19][CH2:20][O:21][C:22]1[CH:27]=[C:26]([CH3:28])[C:25]([C:29]2[CH:34]=[CH:33][CH:32]=[C:31]([CH2:35]O)[CH:30]=2)=[C:24]([CH3:37])[CH:23]=1)[CH3:17].C(P(CCCC)CCCC)CCC.N(C(N1CCCCC1)=O)=NC(N1CCCCC1)=O. The catalyst is C1(C)C=CC=CC=1.CCCCCC. The product is [CH3:1][O:2][C:3](=[O:15])[CH2:4][C@H:5]1[C:9]2[CH:10]=[CH:11][C:12]([O:14][CH2:35][C:31]3[CH:30]=[C:29]([C:25]4[C:26]([CH3:28])=[CH:27][C:22]([O:21][CH2:20][CH2:19][S:18][CH2:16][CH3:17])=[CH:23][C:24]=4[CH3:37])[CH:34]=[CH:33][CH:32]=3)=[CH:13][C:8]=2[O:7][CH2:6]1. The yield is 0.600. (4) The reactants are [N:1]1([C:6]2[CH:11]=[CH:10][C:9]([C:12](=[O:27])[CH2:13][CH:14]([C:19]3[CH:24]=[C:23]([Cl:25])[CH:22]=[C:21]([Cl:26])[CH:20]=3)[C:15]([F:18])([F:17])[F:16])=[CH:8][CH:7]=2)[CH:5]=[N:4][CH:3]=[N:2]1.[CH3:28][Mg]Br. The catalyst is C1COCC1. The product is [N:1]1([C:6]2[CH:7]=[CH:8][C:9]([C:12]([OH:27])([CH2:13][CH:14]([C:19]3[CH:24]=[C:23]([Cl:25])[CH:22]=[C:21]([Cl:26])[CH:20]=3)[C:15]([F:18])([F:16])[F:17])[CH3:28])=[CH:10][CH:11]=2)[CH:5]=[N:4][CH:3]=[N:2]1. The yield is 0.320. (5) The reactants are [NH2:1][C:2]1[CH:23]=[CH:22][CH:21]=[C:20]([F:24])[C:3]=1[CH2:4][CH2:5][C@H:6]1[CH2:10][O:9][C:8]([CH3:12])([CH3:11])[N:7]1[C:13]([O:15][C:16]([CH3:19])([CH3:18])[CH3:17])=[O:14].[N:25]([C@@H:28]([C@@H:32]([C:39]1[CH:44]=[CH:43][C:42]([Cl:45])=[CH:41][CH:40]=1)[CH:33]1[CH2:38][CH2:37][O:36][CH2:35][CH2:34]1)[C:29](O)=[O:30])=[N+:26]=[N-:27].O=P(Cl)(Cl)Cl. The catalyst is N1C=CC=CC=1. The product is [N:25]([C@@H:28]([C@@H:32]([C:39]1[CH:40]=[CH:41][C:42]([Cl:45])=[CH:43][CH:44]=1)[CH:33]1[CH2:34][CH2:35][O:36][CH2:37][CH2:38]1)[C:29]([NH:1][C:2]1[CH:23]=[CH:22][CH:21]=[C:20]([F:24])[C:3]=1[CH2:4][CH2:5][C@H:6]1[CH2:10][O:9][C:8]([CH3:11])([CH3:12])[N:7]1[C:13]([O:15][C:16]([CH3:19])([CH3:17])[CH3:18])=[O:14])=[O:30])=[N+:26]=[N-:27]. The yield is 0.760. (6) The reactants are [OH:1][C:2]1[CH:7]=[CH:6][CH:5]=[CH:4][C:3]=1[C:8]1[N:13]=[C:12]([N:14]2[C:18]([C:19]([F:22])([F:21])[F:20])=[C:17]([C:23]([O:25][CH2:26][CH3:27])=[O:24])[CH:16]=[N:15]2)[CH:11]=[CH:10][CH:9]=1.C(=O)([O-])[O-].[Cs+].[Cs+].Br[CH2:35][C:36]1[CH:41]=[CH:40][C:39]([O:42][CH2:43][CH2:44][O:45][CH3:46])=[CH:38][CH:37]=1. The catalyst is CC(C)=O. The product is [CH3:46][O:45][CH2:44][CH2:43][O:42][C:39]1[CH:38]=[CH:37][C:36]([CH2:35][O:1][C:2]2[CH:7]=[CH:6][CH:5]=[CH:4][C:3]=2[C:8]2[N:13]=[C:12]([N:14]3[C:18]([C:19]([F:22])([F:21])[F:20])=[C:17]([C:23]([O:25][CH2:26][CH3:27])=[O:24])[CH:16]=[N:15]3)[CH:11]=[CH:10][CH:9]=2)=[CH:41][CH:40]=1. The yield is 0.870. (7) The reactants are [CH3:1][C:2]1([C:5]#[C:6][C:7]2[CH:12]=[C:11]([N+:13]([O-:15])=[O:14])[CH:10]=[CH:9][C:8]=2[NH:16]C(=O)CCC)[CH2:4][CH2:3]1.CCCC[N+](CCCC)(CCCC)CCCC.[F-]. The catalyst is C1COCC1. The product is [CH3:1][C:2]1([C:5]2[NH:16][C:8]3[C:7]([CH:6]=2)=[CH:12][C:11]([N+:13]([O-:15])=[O:14])=[CH:10][CH:9]=3)[CH2:4][CH2:3]1. The yield is 0.710. (8) The reactants are [CH3:1][O:2][C:3]1[CH:20]=[CH:19][C:6]2[NH:7][C:8](=[O:18])[CH2:9][N:10](C(=O)C(F)(F)F)[CH2:11][C:5]=2[C:4]=1[N+:21]([O-:23])=[O:22].N. The catalyst is CO. The product is [CH3:1][O:2][C:3]1[CH:20]=[CH:19][C:6]2[NH:7][C:8](=[O:18])[CH2:9][NH:10][CH2:11][C:5]=2[C:4]=1[N+:21]([O-:23])=[O:22]. The yield is 0.900.